Dataset: NCI-60 drug combinations with 297,098 pairs across 59 cell lines. Task: Regression. Given two drug SMILES strings and cell line genomic features, predict the synergy score measuring deviation from expected non-interaction effect. (1) Drug 1: C1=CC(=CC=C1CC(C(=O)O)N)N(CCCl)CCCl.Cl. Drug 2: C1=NC2=C(N1)C(=S)N=CN2. Cell line: TK-10. Synergy scores: CSS=-2.23, Synergy_ZIP=-14.0, Synergy_Bliss=-30.1, Synergy_Loewe=-54.7, Synergy_HSA=-31.5. (2) Drug 1: CN(C)C(=N)N=C(N)N. Drug 2: C1CC(CCC1OC2=C(C(=CC=C2)Cl)F)(CC3=NC(=CC=C3)NC4=NC=CS4)C(=O)O. Cell line: SK-OV-3. Synergy scores: CSS=18.8, Synergy_ZIP=-0.341, Synergy_Bliss=4.28, Synergy_Loewe=-3.50, Synergy_HSA=4.81. (3) Drug 1: COC1=C(C=C2C(=C1)N=CN=C2NC3=CC(=C(C=C3)F)Cl)OCCCN4CCOCC4. Drug 2: CC(C)CN1C=NC2=C1C3=CC=CC=C3N=C2N. Cell line: MCF7. Synergy scores: CSS=11.4, Synergy_ZIP=-2.64, Synergy_Bliss=-0.212, Synergy_Loewe=-2.33, Synergy_HSA=-2.33. (4) Drug 1: CN1CCC(CC1)COC2=C(C=C3C(=C2)N=CN=C3NC4=C(C=C(C=C4)Br)F)OC. Drug 2: COC1=C2C(=CC3=C1OC=C3)C=CC(=O)O2. Cell line: UACC62. Synergy scores: CSS=1.89, Synergy_ZIP=-1.79, Synergy_Bliss=0.748, Synergy_Loewe=-5.86, Synergy_HSA=0.703. (5) Cell line: EKVX. Drug 1: CNC(=O)C1=CC=CC=C1SC2=CC3=C(C=C2)C(=NN3)C=CC4=CC=CC=N4. Synergy scores: CSS=12.1, Synergy_ZIP=-4.28, Synergy_Bliss=-1.31, Synergy_Loewe=-1.92, Synergy_HSA=0.480. Drug 2: CC(CN1CC(=O)NC(=O)C1)N2CC(=O)NC(=O)C2.